From a dataset of Catalyst prediction with 721,799 reactions and 888 catalyst types from USPTO. Predict which catalyst facilitates the given reaction. (1) Reactant: [CH3:1][C:2]1[CH:11]=[CH:10][C:9]2[C:4](=[CH:5][CH:6]=[CH:7][C:8]=2[CH:12]2[CH2:17][CH2:16][N:15]([CH2:18][C:19]([C:21]3[CH:22]=[CH:23][C:24]4[O:29][CH2:28][C:27](=[O:30])[NH:26][C:25]=4[CH:31]=3)=[O:20])[CH2:14][CH2:13]2)[N:3]=1.[BH4-].[Na+].[ClH:34]. Product: [ClH:34].[ClH:34].[OH:20][CH:19]([C:21]1[CH:22]=[CH:23][C:24]2[O:29][CH2:28][C:27](=[O:30])[NH:26][C:25]=2[CH:31]=1)[CH2:18][N:15]1[CH2:16][CH2:17][CH:12]([C:8]2[CH:7]=[CH:6][CH:5]=[C:4]3[C:9]=2[CH:10]=[CH:11][C:2]([CH3:1])=[N:3]3)[CH2:13][CH2:14]1. The catalyst class is: 5. (2) Reactant: [Cl:1][C:2]1[CH:9]=[C:8]([Cl:10])[CH:7]=[C:6]([OH:11])[C:3]=1[CH:4]=[O:5].[C:12](=O)([O-])[O-].[K+].[K+].IC. Product: [Cl:1][C:2]1[CH:9]=[C:8]([Cl:10])[CH:7]=[C:6]([O:11][CH3:12])[C:3]=1[CH:4]=[O:5]. The catalyst class is: 35. (3) Reactant: [Cl:1][C:2]1[C:7]([N+:8]([O-:10])=[O:9])=[CH:6][N:5]=[C:4]([NH2:11])[C:3]=1[C:12]#[C:13][Si](C)(C)C.[F-].[K+].C. Product: [Cl:1][C:2]1[C:7]([N+:8]([O-:10])=[O:9])=[CH:6][N:5]=[C:4]([NH2:11])[C:3]=1[C:12]#[CH:13]. The catalyst class is: 3. (4) Reactant: [C:1]([OH:5])(=[O:4])[CH:2]=[CH2:3].[OH-].[Na+:7]. Product: [C:1]([O-:5])(=[O:4])[CH:2]=[CH2:3].[Na+:7].[C:1]([OH:5])(=[O:4])[CH:2]=[CH2:3]. The catalyst class is: 6. (5) Product: [CH2:1]([S:3][C:6]1[C:7]([C:12]([NH:14][C:15]2[CH:16]=[C:17]([C:25]([F:28])([F:27])[F:26])[CH:18]=[C:19]([C:21]([F:22])([F:23])[F:24])[CH:20]=2)=[O:13])=[N:8][CH:9]=[CH:10][CH:11]=1)[CH3:2]. Reactant: [CH2:1]([S-:3])[CH3:2].[Na+].Cl[C:6]1[C:7]([C:12]([NH:14][C:15]2[CH:20]=[C:19]([C:21]([F:24])([F:23])[F:22])[CH:18]=[C:17]([C:25]([F:28])([F:27])[F:26])[CH:16]=2)=[O:13])=[N:8][CH:9]=[CH:10][CH:11]=1.CN(C=O)C. The catalyst class is: 6.